Dataset: Full USPTO retrosynthesis dataset with 1.9M reactions from patents (1976-2016). Task: Predict the reactants needed to synthesize the given product. (1) The reactants are: [ClH:1].[CH3:2][O:3][C:4](=[O:29])[C@@H:5]([NH:21]C(OC(C)(C)C)=O)[CH2:6][C:7]1[CH:12]=[CH:11][C:10]([C:13]2[CH:18]=[CH:17][CH:16]=[CH:15][C:14]=2[C:19]#[N:20])=[CH:9][CH:8]=1. Given the product [ClH:1].[CH3:2][O:3][C:4](=[O:29])[C@@H:5]([NH2:21])[CH2:6][C:7]1[CH:12]=[CH:11][C:10]([C:13]2[CH:18]=[CH:17][CH:16]=[CH:15][C:14]=2[C:19]#[N:20])=[CH:9][CH:8]=1, predict the reactants needed to synthesize it. (2) The reactants are: [Cl:1][C:2]1[CH:15]=[CH:14][C:5]([CH2:6][N:7]2[CH2:12][CH2:11][C:10](=O)[CH2:9][CH2:8]2)=[CH:4][CH:3]=1.Cl.[NH2:17][OH:18].C([O-])(=O)C.[Na+]. Given the product [Cl:1][C:2]1[CH:15]=[CH:14][C:5]([CH2:6][N:7]2[CH2:12][CH2:11][C:10](=[N:17][OH:18])[CH2:9][CH2:8]2)=[CH:4][CH:3]=1, predict the reactants needed to synthesize it.